Dataset: Catalyst prediction with 721,799 reactions and 888 catalyst types from USPTO. Task: Predict which catalyst facilitates the given reaction. (1) Product: [NH2:45][CH2:44][C:43](=[O:53])[NH:42][C@@H:41]([CH3:54])[C:40](=[O:55])[N:39]([CH3:56])[C@@H:38]([CH2:57][C:58]1[CH:63]=[CH:62][CH:61]=[CH:60][CH:59]=1)[C:37](=[O:64])[NH:36][CH2:35][C:34](=[O:65])[N:33]([CH3:66])[C@@H:32]([CH2:67][CH:68]([CH3:70])[CH3:69])[C:31](=[O:71])[NH:30][C@@H:29]([CH3:72])[C:28](=[O:73])[NH:27][C@@H:26]([CH:74]([CH3:75])[CH3:76])[C:25](=[O:77])[NH:24][C@@H:23]([CH2:78][C:79]1[CH:84]=[CH:83][CH:82]=[CH:81][CH:80]=1)[C:22](=[O:85])[NH:21][C@H:20]([C:18](=[O:19])[N:17]([C@@H:15]([CH3:16])[C:14]([NH:13][C@@H:6]([CH2:7][OH:8])[C:5]([NH:4][CH2:3][C:2]([NH2:1])=[O:100])=[O:99])=[O:98])[CH3:97])[CH2:86][C:87](=[O:96])[S:88][CH2:89][C:90]1[CH:95]=[CH:94][CH:93]=[CH:92][CH:91]=1. Reactant: [NH2:1][C:2](=[O:100])[CH2:3][NH:4][C:5](=[O:99])[C@@H:6]([NH:13][C:14](=[O:98])[C@@H:15]([N:17]([CH3:97])[C:18]([C@H:20]([CH2:86][C:87](=[O:96])[S:88][CH2:89][C:90]1[CH:95]=[CH:94][CH:93]=[CH:92][CH:91]=1)[NH:21][C:22](=[O:85])[C@H:23]([CH2:78][C:79]1[CH:84]=[CH:83][CH:82]=[CH:81][CH:80]=1)[NH:24][C:25](=[O:77])[C@H:26]([CH:74]([CH3:76])[CH3:75])[NH:27][C:28](=[O:73])[C@H:29]([CH3:72])[NH:30][C:31](=[O:71])[C@H:32]([CH2:67][CH:68]([CH3:70])[CH3:69])[N:33]([CH3:66])[C:34](=[O:65])[CH2:35][NH:36][C:37](=[O:64])[C@H:38]([CH2:57][C:58]1[CH:63]=[CH:62][CH:61]=[CH:60][CH:59]=1)[N:39]([CH3:56])[C:40](=[O:55])[C@H:41]([CH3:54])[NH:42][C:43](=[O:53])[CH2:44][NH:45]C(=O)OC(C)(C)C)=[O:19])[CH3:16])[CH2:7][O:8]C(C)(C)C.C(O)(C(F)(F)F)=O. The catalyst class is: 4. (2) Reactant: [NH:1]1[CH2:8][CH2:7][C:5](=[O:6])[NH:4][C:2]1=[O:3].[Si:9]([O:16][CH2:17][CH2:18][CH2:19]O)([C:12]([CH3:15])([CH3:14])[CH3:13])([CH3:11])[CH3:10].C([O-])([O-])=O.[Cs+].[Cs+]. Product: [Si:9]([O:16][CH2:17][CH2:18][CH2:19][N:4]1[C:5](=[O:6])[CH2:7][CH2:8][NH:1][C:2]1=[O:3])([C:12]([CH3:13])([CH3:14])[CH3:15])([CH3:11])[CH3:10]. The catalyst class is: 3. (3) Reactant: C([O:8][C@H:9]1[C@@H:17]([C@@H:18]([OH:20])[CH3:19])[O:16][C@H:15]2[C@H:11]([N:12]=[C:13]([N:21](C)[C:22](=O)OC(C)(C)C)[S:14]2)[C@H:10]1[F:30])C1C=CC=CC=1.B(Cl)(Cl)Cl. Product: [F:30][C@@H:10]1[C@H:11]2[N:12]=[C:13]([NH:21][CH3:22])[S:14][C@H:15]2[O:16][C@H:17]([C@@H:18]([OH:20])[CH3:19])[C@@H:9]1[OH:8]. The catalyst class is: 2. (4) Reactant: Cl[C:2]1[N:3]=[C:4]([CH3:12])[C:5]([C:8]([O:10][CH3:11])=[O:9])=[N:6][CH:7]=1.[CH2:13]([OH:16])[C:14]#[CH:15].C(=O)([O-])[O-].[K+].[K+]. Product: [CH3:12][C:4]1[C:5]([C:8]([O:10][CH3:11])=[O:9])=[N:6][CH:7]=[C:2]([O:16][CH2:13][C:14]#[CH:15])[N:3]=1. The catalyst class is: 3. (5) Reactant: [BH4-].[Na+].[I-].[CH2:4]([O:11][C:12]([NH:14][C:15]1[CH:20]=[CH:19][C:18]([C:21]2[CH:26]=[CH:25][N+:24]([CH3:27])=[CH:23][C:22]=2[O:28][CH3:29])=[CH:17][C:16]=1[O:30][CH:31]([CH3:33])[CH3:32])=[O:13])[C:5]1[CH:10]=[CH:9][CH:8]=[CH:7][CH:6]=1.O.C(=O)(O)[O-].[Na+]. The catalyst class is: 162. Product: [CH3:29][O:28][C:22]1[CH2:23][N:24]([CH3:27])[CH2:25][CH2:26][C:21]=1[C:18]1[CH:19]=[CH:20][C:15]([NH:14][C:12](=[O:13])[O:11][CH2:4][C:5]2[CH:6]=[CH:7][CH:8]=[CH:9][CH:10]=2)=[C:16]([O:30][CH:31]([CH3:33])[CH3:32])[CH:17]=1. (6) Reactant: [Cl:1][C:2]1[CH:19]=[CH:18][C:5]([NH:6][S:7]([C:10]2[CH:15]=[CH:14][C:13]([CH2:16][CH3:17])=[CH:12][CH:11]=2)(=[O:9])=[O:8])=[CH:4][CH:3]=1.[N+:20]([O-])([OH:22])=[O:21].O. Product: [Cl:1][C:2]1[CH:19]=[CH:18][C:5]([NH:6][S:7]([C:10]2[CH:15]=[CH:14][C:13]([CH2:16][CH3:17])=[CH:12][CH:11]=2)(=[O:9])=[O:8])=[C:4]([N+:20]([O-:22])=[O:21])[CH:3]=1. The catalyst class is: 15. (7) Reactant: [CH3:1][C:2]1[CH:7]=[CH:6][C:5]([NH:8][C:9]2[CH:17]=[C:16]([C:18]([OH:20])=O)[C:15]([NH:21][C:22]3[CH:27]=[CH:26][C:25]([CH3:28])=[CH:24][CH:23]=3)=[CH:14][C:10]=2[C:11]([OH:13])=O)=[CH:4][CH:3]=1. Product: [CH3:28][C:25]1[CH:26]=[CH:27][C:22]2[NH:21][C:15]3[C:16]([C:18](=[O:20])[C:23]=2[CH:24]=1)=[CH:17][C:9]1[NH:8][C:5]2[CH:6]=[CH:7][C:2]([CH3:1])=[CH:3][C:4]=2[C:11](=[O:13])[C:10]=1[CH:14]=3. The catalyst class is: 6. (8) Reactant: [OH:1][C:2]1[CH:7]=[CH:6][C:5]([C:8]([F:11])([F:10])[F:9])=[CH:4][C:3]=1[C:12]1[CH2:16][CH2:15][CH2:14][C:13]=1[C:17]1[N:22]=[C:21]([C:23]([OH:25])=[O:24])[CH:20]=[CH:19][CH:18]=1.C(=O)([O-])[O-].[K+].[K+].[Cl:32][C:33]1[CH:40]=[C:39]([Cl:41])[CH:38]=[CH:37][C:34]=1[CH2:35]Br.CN(C=O)C. Product: [Cl:32][C:33]1[CH:40]=[C:39]([Cl:41])[CH:38]=[CH:37][C:34]=1[CH2:35][O:1][C:2]1[CH:7]=[CH:6][C:5]([C:8]([F:9])([F:10])[F:11])=[CH:4][C:3]=1[C:12]1[CH2:16][CH2:15][CH2:14][C:13]=1[C:17]1[N:22]=[C:21]([C:23]([O:25][CH2:35][C:34]2[CH:37]=[CH:38][C:39]([Cl:41])=[CH:40][C:33]=2[Cl:32])=[O:24])[CH:20]=[CH:19][CH:18]=1. The catalyst class is: 13.